From a dataset of Catalyst prediction with 721,799 reactions and 888 catalyst types from USPTO. Predict which catalyst facilitates the given reaction. (1) Reactant: [CH3:1][O:2][C:3]1[CH:14]=[C:13]([O:15][CH3:16])[CH:12]=[CH:11][C:4]=1[CH2:5][NH:6][C:7](=[O:10])[CH2:8]Cl.[I-:17].[Na+]. Product: [CH3:1][O:2][C:3]1[CH:14]=[C:13]([O:15][CH3:16])[CH:12]=[CH:11][C:4]=1[CH2:5][NH:6][C:7](=[O:10])[CH2:8][I:17]. The catalyst class is: 21. (2) Reactant: [H-].[H-].[H-].[H-].[Li+].[Al+3].[CH2:7]([N:14]1[C:20](=O)[CH:19]([C:22](OC)=[O:23])[CH2:18][O:17][CH2:16][CH:15]1[CH3:26])[C:8]1[CH:13]=[CH:12][CH:11]=[CH:10][CH:9]=1. Product: [CH2:7]([N:14]1[CH2:20][CH:19]([CH2:22][OH:23])[CH2:18][O:17][CH2:16][CH:15]1[CH3:26])[C:8]1[CH:9]=[CH:10][CH:11]=[CH:12][CH:13]=1. The catalyst class is: 1.